This data is from Forward reaction prediction with 1.9M reactions from USPTO patents (1976-2016). The task is: Predict the product of the given reaction. (1) Given the reactants C(=O)([O:6][CH2:7][C:8]1[S:9][C:10]2[CH:16]=[CH:15][C:14](N)=[CH:13][C:11]=2[N:12]=1)OCC=C.N([O-])=O.[Na+].[S:23]([O-:26])([O-])=[O:24].[Na+].[Na+].S(Cl)(Cl)(=O)=O.C(=O)(O)[O-].[Na+].[F:39][C:40]([F:50])([F:49])[C:41]1[CH:48]=[CH:47][C:44]([CH2:45][NH2:46])=[CH:43][CH:42]=1, predict the reaction product. The product is: [OH:6][CH2:7][C:8]1[S:9][C:10]2[CH:16]=[CH:15][C:14]([S:23]([NH:46][CH2:45][C:44]3[CH:43]=[CH:42][C:41]([C:40]([F:39])([F:49])[F:50])=[CH:48][CH:47]=3)(=[O:26])=[O:24])=[CH:13][C:11]=2[N:12]=1. (2) Given the reactants [CH3:1][O:2][C:3]1[CH:28]=[CH:27][C:6]([CH2:7][N:8]2[C:12]3=[N:13][CH:14]=[CH:15][C:16]([O:17][C:18]4[CH:23]=[CH:22][C:21]([NH2:24])=[CH:20][C:19]=4[F:25])=[C:11]3[C:10](I)=[N:9]2)=[CH:5][CH:4]=1.[CH3:29][N:30]1[CH2:35][CH2:34][NH:33][CH2:32][CH2:31]1.N1CCC[C@H]1C(O)=O.C([O-])([O-])=O.[K+].[K+], predict the reaction product. The product is: [F:25][C:19]1[CH:20]=[C:21]([CH:22]=[CH:23][C:18]=1[O:17][C:16]1[CH:15]=[CH:14][N:13]=[C:12]2[N:8]([CH2:7][C:6]3[CH:27]=[CH:28][C:3]([O:2][CH3:1])=[CH:4][CH:5]=3)[N:9]=[C:10]([N:33]3[CH2:34][CH2:35][N:30]([CH3:29])[CH2:31][CH2:32]3)[C:11]=12)[NH2:24]. (3) Given the reactants [OH-].[Na+].[CH3:3][N:4]([CH3:10])[C:5]([CH3:9])([CH3:8])[CH2:6][OH:7].Cl.[CH3:12][N:13]([CH3:17])[CH2:14][CH2:15]Cl, predict the reaction product. The product is: [CH3:12][N:13]([CH3:17])[CH2:14][CH2:15][O:7][CH2:6][C:5]([CH3:9])([N:4]([CH3:10])[CH3:3])[CH3:8].